Dataset: Peptide-MHC class I binding affinity with 185,985 pairs from IEDB/IMGT. Task: Regression. Given a peptide amino acid sequence and an MHC pseudo amino acid sequence, predict their binding affinity value. This is MHC class I binding data. The peptide sequence is FRRFTQAIY. The MHC is HLA-B27:05 with pseudo-sequence HLA-B27:05. The binding affinity (normalized) is 0.0887.